Predict the product of the given reaction. From a dataset of Forward reaction prediction with 1.9M reactions from USPTO patents (1976-2016). (1) Given the reactants Cl.[NH:2]1[CH2:7][CH2:6][CH:5]([NH:8][C:9]([C:11]2[C:15]3[N:16]=[CH:17][N:18]=[C:19]([C:20]4[CH:25]=[C:24]([O:26][CH3:27])[C:23]([F:28])=[CH:22][C:21]=4[O:29][CH2:30][CH:31]4[CH2:33][CH2:32]4)[C:14]=3[NH:13][CH:12]=2)=[O:10])[CH2:4][CH2:3]1.[C:34](Cl)(=[O:36])[CH3:35], predict the reaction product. The product is: [C:34]([N:2]1[CH2:3][CH2:4][CH:5]([NH:8][C:9]([C:11]2[C:15]3[N:16]=[CH:17][N:18]=[C:19]([C:20]4[CH:25]=[C:24]([O:26][CH3:27])[C:23]([F:28])=[CH:22][C:21]=4[O:29][CH2:30][CH:31]4[CH2:33][CH2:32]4)[C:14]=3[NH:13][CH:12]=2)=[O:10])[CH2:6][CH2:7]1)(=[O:36])[CH3:35]. (2) Given the reactants [Cl:1][C:2]1[C:11]2[C:6](=[C:7](C3C=C(C(F)(F)F)C=CC=3C([O-])=O)[CH:8]=[C:9]([O:12]C)[CH:10]=2)[C:5](=[O:27])[N:4]([C:28]2[CH:33]=[CH:32][C:31]([O:34]C)=[CH:30][CH:29]=2)[CH:3]=1.ClC1C=CC=CC=1.B(Br)(Br)Br.[OH2:47], predict the reaction product. The product is: [Cl:1][C:2]1[C:11]2[C:6](=[C:7]([OH:47])[CH:8]=[C:9]([OH:12])[CH:10]=2)[C:5](=[O:27])[N:4]([C:28]2[CH:33]=[CH:32][C:31]([OH:34])=[CH:30][CH:29]=2)[CH:3]=1. (3) Given the reactants [I-].[CH3:2][S+](C)(C)=O.[H-].[Na+].[CH3:9][N:10]([CH:18]1[CH2:23][CH2:22][N:21]([CH2:24][C:25](=[O:27])[CH3:26])[CH2:20][CH2:19]1)[C:11](=[O:17])[O:12][C:13]([CH3:16])([CH3:15])[CH3:14].O, predict the reaction product. The product is: [CH3:9][N:10]([CH:18]1[CH2:19][CH2:20][N:21]([CH2:24][C:25]2([CH3:2])[CH2:26][O:27]2)[CH2:22][CH2:23]1)[C:11](=[O:17])[O:12][C:13]([CH3:16])([CH3:14])[CH3:15]. (4) Given the reactants [F:1][C:2]1[CH:3]=[C:4]([CH:30]=[CH:31][C:32]=1[O:33][CH3:34])[CH2:5][CH:6]1[C:15]2[C:10](=[CH:11][C:12]([O:18][CH3:19])=[C:13]([O:16][CH3:17])[CH:14]=2)[CH2:9][CH2:8][N:7]1[CH:20]([C:24]1[CH:29]=[CH:28][CH:27]=[CH:26][CH:25]=1)[C:21](O)=[O:22].[Br-].[NH4+:36], predict the reaction product. The product is: [F:1][C:2]1[CH:3]=[C:4]([CH:30]=[CH:31][C:32]=1[O:33][CH3:34])[CH2:5][CH:6]1[C:15]2[C:10](=[CH:11][C:12]([O:18][CH3:19])=[C:13]([O:16][CH3:17])[CH:14]=2)[CH2:9][CH2:8][N:7]1[CH:20]([C:24]1[CH:25]=[CH:26][CH:27]=[CH:28][CH:29]=1)[C:21]([NH2:36])=[O:22]. (5) Given the reactants [CH3:1][O:2][C:3]1[CH:8]=[CH:7][C:6]([S:9]([N:12]2[CH:16]=[C:15]([CH:17]=O)[CH:14]=[C:13]2[C:19]2[CH:24]=[C:23]([O:25][CH3:26])[C:22]([O:27][CH3:28])=[C:21]([O:29][CH3:30])[CH:20]=2)(=[O:11])=[O:10])=[CH:5][CH:4]=1.C1COCC1.[O:36]1[CH2:41][CH2:40][N:39]([C:42]2[CH:48]=[CH:47][C:45]([NH2:46])=[CH:44][CH:43]=2)[CH2:38][CH2:37]1.[BH-](OC(C)=O)(OC(C)=O)OC(C)=O.[Na+], predict the reaction product. The product is: [CH3:1][O:2][C:3]1[CH:4]=[CH:5][C:6]([S:9]([N:12]2[CH:16]=[C:15]([CH2:17][NH:46][C:45]3[CH:47]=[CH:48][C:42]([N:39]4[CH2:38][CH2:37][O:36][CH2:41][CH2:40]4)=[CH:43][CH:44]=3)[CH:14]=[C:13]2[C:19]2[CH:20]=[C:21]([O:29][CH3:30])[C:22]([O:27][CH3:28])=[C:23]([O:25][CH3:26])[CH:24]=2)(=[O:11])=[O:10])=[CH:7][CH:8]=1. (6) Given the reactants [CH3:1][O:2][C:3]1[CH:8]=[CH:7][C:6]([C:9]2[CH:10]=[N:11][CH:12]=[C:13]3[C:18]=2[N:17]=[C:16]([C:19](O)=[O:20])[CH:15]=[CH:14]3)=[CH:5][CH:4]=1.[CH2:22]([NH:29][CH2:30][CH2:31][O:32][CH3:33])[C:23]1[CH:28]=[CH:27][CH:26]=[CH:25][CH:24]=1.O.ON1C2C=CC=CC=2N=N1.Cl.CN(C)CCCN=C=NCC, predict the reaction product. The product is: [CH2:22]([N:29]([CH2:30][CH2:31][O:32][CH3:33])[C:19]([C:16]1[CH:15]=[CH:14][C:13]2[C:18](=[C:9]([C:6]3[CH:5]=[CH:4][C:3]([O:2][CH3:1])=[CH:8][CH:7]=3)[CH:10]=[N:11][CH:12]=2)[N:17]=1)=[O:20])[C:23]1[CH:28]=[CH:27][CH:26]=[CH:25][CH:24]=1. (7) Given the reactants [CH2:1]([O:3][C:4](=[O:31])[CH2:5][N:6]1[N:10]=[N:9][C:8]([C:11]2[S:15][C:14]([N:16]3[CH2:20][CH:19]4[CH2:21][N:22](C(OC(C)(C)C)=O)[CH2:23][CH:18]4[CH2:17]3)=[N:13][CH:12]=2)=[N:7]1)[CH3:2].[ClH:32], predict the reaction product. The product is: [ClH:32].[CH2:17]1[CH:18]2[CH2:23][NH:22][CH2:21][CH:19]2[CH2:20][N:16]1[C:14]1[S:15][C:11]([C:8]2[N:9]=[N:10][N:6]([CH2:5][C:4]([O:3][CH2:1][CH3:2])=[O:31])[N:7]=2)=[CH:12][N:13]=1. (8) Given the reactants [N:1]1[N:5]2[CH2:6][CH2:7][CH2:8][NH:9][CH2:10][C:4]2=[CH:3][C:2]=1[C:11]([N:13]1[CH:18]2[CH2:19][CH2:20][CH2:21][CH:14]1[CH2:15][CH:16]([C:22]([O:24][CH2:25][CH3:26])=[O:23])[CH2:17]2)=[O:12].Cl[C:28](Cl)([O:30]C(=O)OC(Cl)(Cl)Cl)Cl.CCN(CC)CC.[Cl:46][C:47]1[CH:48]=[C:49]([CH2:54][NH2:55])[CH:50]=[C:51]([Cl:53])[CH:52]=1, predict the reaction product. The product is: [Cl:46][C:47]1[CH:48]=[C:49]([CH:50]=[C:51]([Cl:53])[CH:52]=1)[CH2:54][NH:55][C:28]([N:9]1[CH2:8][CH2:7][CH2:6][N:5]2[N:1]=[C:2]([C:11]([N:13]3[CH:14]4[CH2:21][CH2:20][CH2:19][CH:18]3[CH2:17][CH:16]([C:22]([O:24][CH2:25][CH3:26])=[O:23])[CH2:15]4)=[O:12])[CH:3]=[C:4]2[CH2:10]1)=[O:30]. (9) Given the reactants [O:1]1[C:5]2[CH:6]=[CH:7][CH:8]=[CH:9][C:4]=2[CH:3]=[C:2]1[S:10](Cl)(=[O:12])=[O:11].[NH2:14][C:15]1[CH:16]=[C:17]([C:21]2[NH:25][N:24]=[N:23][N:22]=2)[CH:18]=[CH:19][CH:20]=1, predict the reaction product. The product is: [NH:25]1[C:21]([C:17]2[CH:16]=[C:15]([NH:14][S:10]([C:2]3[O:1][C:5]4[CH:6]=[CH:7][CH:8]=[CH:9][C:4]=4[CH:3]=3)(=[O:12])=[O:11])[CH:20]=[CH:19][CH:18]=2)=[N:22][N:23]=[N:24]1. (10) Given the reactants C1N=CN([C:6]([N:8]2[CH:12]=N[CH:10]=[CH:9]2)=[O:7])C=1.[N:13]1[CH:18]=[CH:17][CH:16]=[C:15]([CH2:19][OH:20])[CH:14]=1.[C:21](C1CNC1)#[CH:22].C(N(CC)CC)C.C1CCN2C(=NCCC2)CC1, predict the reaction product. The product is: [C:21]([CH:10]1[CH2:9][N:8]([C:6]([O:20][CH2:19][C:15]2[CH:14]=[N:13][CH:18]=[CH:17][CH:16]=2)=[O:7])[CH2:12]1)#[CH:22].